This data is from Catalyst prediction with 721,799 reactions and 888 catalyst types from USPTO. The task is: Predict which catalyst facilitates the given reaction. (1) Reactant: [Cl:1][C:2]1[CH:3]=[C:4]2[C:9](=[C:10]([C:12]3[CH:17]=[CH:16][C:15]([Cl:18])=[C:14]([CH3:19])[CH:13]=3)[CH:11]=1)[O:8][CH:7]([C:20]([F:23])([F:22])[F:21])[C:6]([C:24]([OH:26])=[O:25])=[CH:5]2.[OH-].[Na+:28]. Product: [Cl:1][C:2]1[CH:3]=[C:4]2[C:9](=[C:10]([C:12]3[CH:17]=[CH:16][C:15]([Cl:18])=[C:14]([CH3:19])[CH:13]=3)[CH:11]=1)[O:8][CH:7]([C:20]([F:22])([F:23])[F:21])[C:6]([C:24]([O-:26])=[O:25])=[CH:5]2.[Na+:28]. The catalyst class is: 8. (2) The catalyst class is: 880. Reactant: [Br:1][C:2]1[C:3]([OH:9])=[N:4][C:5](Cl)=[N:6][CH:7]=1.[CH3:10][S:11][C:12]1[CH:17]=[CH:16][C:15]([NH2:18])=[CH:14][CH:13]=1.Cl.O. Product: [Br:1][C:2]1[C:3]([OH:9])=[N:4][C:5]([NH:18][C:15]2[CH:16]=[CH:17][C:12]([S:11][CH3:10])=[CH:13][CH:14]=2)=[N:6][CH:7]=1. (3) Reactant: [CH3:1][O:2][C:3]1[CH:4]=[C:5]2[C:10](=[CH:11][C:12]=1[O:13][CH3:14])[N:9]=[CH:8][CH:7]=[C:6]2[O:15][C:16]1[C:22]([CH3:23])=[CH:21][C:19]([NH2:20])=[C:18]([CH3:24])[CH:17]=1.C(N(CC)CC)C.ClC(Cl)(O[C:36](=[O:42])OC(Cl)(Cl)Cl)Cl.[CH:44]([N:47]([CH:51]([CH3:53])[CH3:52])[CH2:48][CH2:49][NH2:50])([CH3:46])[CH3:45]. Product: [CH:44]([N:47]([CH:51]([CH3:53])[CH3:52])[CH2:48][CH2:49][NH:50][C:36]([NH:20][C:19]1[CH:21]=[C:22]([CH3:23])[C:16]([O:15][C:6]2[C:5]3[C:10](=[CH:11][C:12]([O:13][CH3:14])=[C:3]([O:2][CH3:1])[CH:4]=3)[N:9]=[CH:8][CH:7]=2)=[CH:17][C:18]=1[CH3:24])=[O:42])([CH3:46])[CH3:45]. The catalyst class is: 146. (4) Reactant: [Cl:1][C:2]1[C:7]2[N:8]=[C:9]([CH3:11])[S:10][C:6]=2[CH:5]=[CH:4][C:3]=1[NH2:12].[Cl:13][C:14]1[CH:15]=[C:16]([CH:20]=[C:21]([Cl:23])[CH:22]=1)[C:17](Cl)=[O:18].C(N(CC)CC)C. Product: [Cl:13][C:14]1[CH:15]=[C:16]([CH:20]=[C:21]([Cl:23])[CH:22]=1)[C:17]([NH:12][C:3]1[CH:4]=[CH:5][C:6]2[S:10][C:9]([CH3:11])=[N:8][C:7]=2[C:2]=1[Cl:1])=[O:18]. The catalyst class is: 1. (5) Reactant: [CH2:1]=O.[CH3:3][C:4]([C:15]1[CH:20]=[CH:19][C:18]([N:21]2[CH2:26][CH2:25][NH:24][CH2:23][CH2:22]2)=[CH:17][CH:16]=1)([C:10]([O:12][CH2:13][CH3:14])=[O:11])[C:5]([O:7][CH2:8][CH3:9])=[O:6]. Product: [CH3:3][C:4]([C:15]1[CH:20]=[CH:19][C:18]([N:21]2[CH2:22][CH2:23][N:24]([CH3:1])[CH2:25][CH2:26]2)=[CH:17][CH:16]=1)([C:5]([O:7][CH2:8][CH3:9])=[O:6])[C:10]([O:12][CH2:13][CH3:14])=[O:11]. The catalyst class is: 106.